This data is from Forward reaction prediction with 1.9M reactions from USPTO patents (1976-2016). The task is: Predict the product of the given reaction. (1) Given the reactants [CH2:1]([O:3][C:4]([C:6]1[CH:11]=[N:10][N:9]2[C:12]([C:30]([N:32]3[CH2:37][CH2:36][N:35]([C:38]([O:40][C:41]([CH3:44])([CH3:43])[CH3:42])=[O:39])[CH2:34][CH2:33]3)=[O:31])=[C:13]([CH2:21][C:22]3[CH:27]=[CH:26][CH:25]=[C:24]([F:28])[C:23]=3[CH3:29])[C:14]([C:15]3[CH:20]=[CH:19][CH:18]=[CH:17][CH:16]=3)=[C:8]2[C:7]=1Cl)=[O:5])[CH3:2].C(N(CC)CC)C, predict the reaction product. The product is: [CH2:1]([O:3][C:4]([C:6]1[CH:11]=[N:10][N:9]2[C:12]([C:30]([N:32]3[CH2:33][CH2:34][N:35]([C:38]([O:40][C:41]([CH3:42])([CH3:44])[CH3:43])=[O:39])[CH2:36][CH2:37]3)=[O:31])=[C:13]([CH2:21][C:22]3[CH:27]=[CH:26][CH:25]=[C:24]([F:28])[C:23]=3[CH3:29])[C:14]([C:15]3[CH:16]=[CH:17][CH:18]=[CH:19][CH:20]=3)=[C:8]2[CH:7]=1)=[O:5])[CH3:2]. (2) Given the reactants [H-].[Na+].[CH3:3][CH:4]([N:6]1[CH2:11][C:10]2[CH:12]=[C:13]([S:16][CH3:17])[CH:14]=[CH:15][C:9]=2[NH:8][S:7]1(=[O:19])=[O:18])[CH3:5].[H][H].Br[CH2:23][CH2:24][Cl:25], predict the reaction product. The product is: [Cl:25][CH2:24][CH2:23][N:8]1[C:9]2[CH:15]=[CH:14][C:13]([S:16][CH3:17])=[CH:12][C:10]=2[CH2:11][N:6]([CH:4]([CH3:3])[CH3:5])[S:7]1(=[O:19])=[O:18].